This data is from Catalyst prediction with 721,799 reactions and 888 catalyst types from USPTO. The task is: Predict which catalyst facilitates the given reaction. (1) Reactant: [CH3:1][NH:2][C:3]([C:5]1[CH:6]=[CH:7][C:8]([N:11]2[CH2:16][CH2:15][CH:14]([O:17][Si:18]([C:21]([CH3:24])([CH3:23])[CH3:22])([CH3:20])[CH3:19])[CH2:13][CH2:12]2)=[N:9][CH:10]=1)=[O:4].CN(C)CCN(C)C.CC1(C)CCCC(C)(C)N1.C([Li])CCC.[I:48]I.O.O.O.O.O.S([O-])([O-])(=O)=S.[Na+].[Na+]. Product: [CH3:1][NH:2][C:3]([C:5]1[C:6]([I:48])=[CH:7][C:8]([N:11]2[CH2:16][CH2:15][CH:14]([O:17][Si:18]([C:21]([CH3:24])([CH3:23])[CH3:22])([CH3:20])[CH3:19])[CH2:13][CH2:12]2)=[N:9][CH:10]=1)=[O:4]. The catalyst class is: 7. (2) Reactant: Cl.Cl[C:3]1[N:4]=[C:5](O)[C:6]2[C:12]([O:13][CH3:14])=[CH:11][N:10]=[CH:9][C:7]=2[N:8]=1.CCN(C(C)C)C(C)C.O=P(Cl)(Cl)Cl.ClC1N=C(Cl)C2[C:40]([O:41][CH3:42])=[CH:39][N:38]=[CH:37]C=2N=1.C(N(CC)CC)C.C(OC([N:58]1[CH2:63][CH2:62][NH:61][CH2:60][CH2:59]1)=O)(C)(C)C. Product: [CH3:14][O:13][C:12]1[C:6]2[C:5]([N:58]3[CH2:63][CH2:62][NH:61][CH2:60][CH2:59]3)=[N:4][C:3]([N:38]3[CH2:37][CH2:42][O:41][CH2:40][CH2:39]3)=[N:8][C:7]=2[CH:9]=[N:10][CH:11]=1. The catalyst class is: 279. (3) Reactant: [Br:1][C:2]1[C:3]2[O:10][C:9]([C:11]([OH:13])=O)=[C:8]([NH:14][C:15]3[CH:20]=[CH:19][C:18]([I:21])=[CH:17][C:16]=3[F:22])[C:4]=2[CH:5]=[N:6][CH:7]=1.C(C1NC=CN=1)(C1NC=CN=1)=O.[CH3:35][C:36]1([CH3:44])[O:40][C@@H:39]([CH2:41][O:42][NH2:43])[CH2:38][O:37]1. Product: [CH3:35][C:36]1([CH3:44])[O:40][C@@H:39]([CH2:41][O:42][NH:43][C:11]([C:9]2[O:10][C:3]3[C:2]([Br:1])=[CH:7][N:6]=[CH:5][C:4]=3[C:8]=2[NH:14][C:15]2[CH:20]=[CH:19][C:18]([I:21])=[CH:17][C:16]=2[F:22])=[O:13])[CH2:38][O:37]1. The catalyst class is: 10.